This data is from TCR-epitope binding with 47,182 pairs between 192 epitopes and 23,139 TCRs. The task is: Binary Classification. Given a T-cell receptor sequence (or CDR3 region) and an epitope sequence, predict whether binding occurs between them. (1) The epitope is AMFWSVPTV. The TCR CDR3 sequence is CATSSAILAGVKETQYF. Result: 1 (the TCR binds to the epitope). (2) The epitope is TLIGDCATV. The TCR CDR3 sequence is CASRTSGSRDEQFF. Result: 1 (the TCR binds to the epitope).